This data is from Full USPTO retrosynthesis dataset with 1.9M reactions from patents (1976-2016). The task is: Predict the reactants needed to synthesize the given product. (1) Given the product [CH2:17]([NH:13][C:1](=[O:11])/[CH:2]=[CH:3]/[CH2:4][CH2:5][CH2:6][CH2:7][CH2:8][CH3:9])[CH:16]([CH3:20])[CH3:15], predict the reactants needed to synthesize it. The reactants are: [C:1]([OH:11])(=O)/[CH:2]=[CH:3]/[CH2:4][CH2:5][CH2:6][CH2:7][CH2:8][CH3:9].O[N:13]1[C:17](=O)[CH2:16][CH2:15]C1=O.[CH:20]1(N=C=NC2CCCCC2)CCCCC1. (2) Given the product [Cl:1][C:2]1[CH:7]=[C:6]([Cl:8])[CH:5]=[CH:4][C:3]=1[C:9]1[N:14]=[CH:13][C:12]([C:15]([OH:17])=[O:16])=[CH:11][C:10]=1[C:19]1[CH:24]=[CH:23][C:22]([Cl:25])=[CH:21][CH:20]=1, predict the reactants needed to synthesize it. The reactants are: [Cl:1][C:2]1[CH:7]=[C:6]([Cl:8])[CH:5]=[CH:4][C:3]=1[C:9]1[N:14]=[CH:13][C:12]([C:15]([O:17]C)=[O:16])=[CH:11][C:10]=1[C:19]1[CH:24]=[CH:23][C:22]([Cl:25])=[CH:21][CH:20]=1.[OH-].[Na+].Cl. (3) Given the product [Br:21][C:20]([Br:24])=[CH:38][CH:35]1[CH2:36][CH2:37][N:32]([C:30]([O:29][C:25]([CH3:26])([CH3:28])[CH3:27])=[O:31])[CH2:33][CH2:34]1, predict the reactants needed to synthesize it. The reactants are: C1(P(C2C=CC=CC=2)C2C=CC=CC=2)C=CC=CC=1.[C:20]([Br:24])(Br)(Br)[Br:21].[C:25]([O:29][C:30]([N:32]1[CH2:37][CH2:36][CH:35]([CH:38]=O)[CH2:34][CH2:33]1)=[O:31])([CH3:28])([CH3:27])[CH3:26].